Dataset: Full USPTO retrosynthesis dataset with 1.9M reactions from patents (1976-2016). Task: Predict the reactants needed to synthesize the given product. Given the product [F:19][C:20]1[CH:25]=[C:24]([C:26]([N:15]2[CH2:16][CH2:17][CH2:18][C@H:13]([C:10]3[O:11][CH:12]=[C:8]([C:5]4[CH:6]=[CH:7][C:2]([F:1])=[CH:3][CH:4]=4)[N:9]=3)[CH2:14]2)=[O:27])[CH:23]=[CH:22][N:21]=1, predict the reactants needed to synthesize it. The reactants are: [F:1][C:2]1[CH:7]=[CH:6][C:5]([C:8]2[N:9]=[C:10]([C@H:13]3[CH2:18][CH2:17][CH2:16][NH:15][CH2:14]3)[O:11][CH:12]=2)=[CH:4][CH:3]=1.[F:19][C:20]1[CH:25]=[C:24]([C:26](O)=[O:27])[CH:23]=[CH:22][N:21]=1.